This data is from Forward reaction prediction with 1.9M reactions from USPTO patents (1976-2016). The task is: Predict the product of the given reaction. (1) Given the reactants [H-].[Na+].[C:3]([C:6]1[CH:7]=[CH:8][C:9]2[S:15][C:14]3[CH:16]=[CH:17][CH:18]=[CH:19][C:13]=3[CH2:12][C:11](=[O:20])[C:10]=2[CH:21]=1)([OH:5])=[O:4].Cl[CH2:23][CH2:24][N:25]([CH3:27])[CH3:26].O, predict the reaction product. The product is: [CH3:26][N:25]([CH2:24][CH2:23][O:20][C:11]1[C:10]2[CH:21]=[C:6]([C:3]([O:5][CH2:23][CH2:24][N:25]([CH3:27])[CH3:26])=[O:4])[CH:7]=[CH:8][C:9]=2[S:15][C:14]2[CH:16]=[CH:17][CH:18]=[CH:19][C:13]=2[CH:12]=1)[CH3:27]. (2) Given the reactants B1C2CCC[CH:2]1CCC2.[NH2:10][C:11]1[C:16]([C:17]#[N:18])=[C:15]([C:19]2[CH:24]=[CH:23][C:22]([Cl:25])=[CH:21][C:20]=2[Cl:26])[N:14]=[C:13]([C:27]2[CH:32]=[CH:31][CH:30]=[CH:29][CH:28]=2)[N:12]=1.CI.C(CN)O, predict the reaction product. The product is: [Cl:26][C:20]1[CH:21]=[C:22]([Cl:25])[CH:23]=[CH:24][C:19]=1[C:15]1[N:14]=[C:13]([C:27]2[CH:28]=[CH:29][CH:30]=[CH:31][CH:32]=2)[N:12]=[C:11]([NH2:10])[C:16]=1[CH2:17][NH:18][CH3:2].